From a dataset of Peptide-MHC class I binding affinity with 185,985 pairs from IEDB/IMGT. Regression. Given a peptide amino acid sequence and an MHC pseudo amino acid sequence, predict their binding affinity value. This is MHC class I binding data. The peptide sequence is RVVEPIKQI. The MHC is HLA-B57:01 with pseudo-sequence HLA-B57:01. The binding affinity (normalized) is 0.0847.